From a dataset of Reaction yield outcomes from USPTO patents with 853,638 reactions. Predict the reaction yield, written as a fraction of the theoretical maximum amount of product (1.0 means a 100% yield; for example, 0.34 means a 34% yield). The reactants are [CH:1]([N:14]1[CH2:19][CH2:18][C:17]([CH2:21][O:22][C:23]2[C:28]([CH:29]3[CH2:31][CH2:30]3)=[CH:27][N:26]3[C:32](Br)=[N:33][N:34]=[C:25]3[CH:24]=2)([CH3:20])[CH2:16][CH2:15]1)([C:8]1[CH:13]=[CH:12][CH:11]=[CH:10][CH:9]=1)[C:2]1[CH:7]=[CH:6][CH:5]=[CH:4][CH:3]=1.[CH:36]1([S:39]([NH2:42])(=[O:41])=[O:40])CC1.CS(N)(=O)=O. No catalyst specified. The product is [CH:1]([N:14]1[CH2:19][CH2:18][C:17]([CH2:21][O:22][C:23]2[C:28]([CH:29]3[CH2:31][CH2:30]3)=[CH:27][N:26]3[C:32]([NH:42][S:39]([CH3:36])(=[O:41])=[O:40])=[N:33][N:34]=[C:25]3[CH:24]=2)([CH3:20])[CH2:16][CH2:15]1)([C:8]1[CH:13]=[CH:12][CH:11]=[CH:10][CH:9]=1)[C:2]1[CH:7]=[CH:6][CH:5]=[CH:4][CH:3]=1. The yield is 0.150.